Dataset: Merck oncology drug combination screen with 23,052 pairs across 39 cell lines. Task: Regression. Given two drug SMILES strings and cell line genomic features, predict the synergy score measuring deviation from expected non-interaction effect. (1) Drug 1: O=C(CCCCCCC(=O)Nc1ccccc1)NO. Drug 2: Cn1nnc2c(C(N)=O)ncn2c1=O. Cell line: VCAP. Synergy scores: synergy=18.6. (2) Drug 1: O=S1(=O)NC2(CN1CC(F)(F)F)C1CCC2Cc2cc(C=CCN3CCC(C(F)(F)F)CC3)ccc2C1. Drug 2: CCC1(O)CC2CN(CCc3c([nH]c4ccccc34)C(C(=O)OC)(c3cc4c(cc3OC)N(C)C3C(O)(C(=O)OC)C(OC(C)=O)C5(CC)C=CCN6CCC43C65)C2)C1. Cell line: PA1. Synergy scores: synergy=17.2. (3) Drug 1: O=S1(=O)NC2(CN1CC(F)(F)F)C1CCC2Cc2cc(C=CCN3CCC(C(F)(F)F)CC3)ccc2C1. Drug 2: NC1CCCCC1N.O=C(O)C(=O)O.[Pt+2]. Cell line: COLO320DM. Synergy scores: synergy=3.71.